From a dataset of TCR-epitope binding with 47,182 pairs between 192 epitopes and 23,139 TCRs. Binary Classification. Given a T-cell receptor sequence (or CDR3 region) and an epitope sequence, predict whether binding occurs between them. (1) The TCR CDR3 sequence is CASLGETYEQYF. Result: 0 (the TCR does not bind to the epitope). The epitope is GTITSGWTF. (2) The epitope is AYAQKIFKI. The TCR CDR3 sequence is CASSWTGTSEQFF. Result: 0 (the TCR does not bind to the epitope). (3) The epitope is TLIGDCATV. The TCR CDR3 sequence is CASSPSTAGPSYNEQFF. Result: 1 (the TCR binds to the epitope). (4) The epitope is IVTDFSVIK. The TCR CDR3 sequence is CASSQVERSTDTQYF. Result: 0 (the TCR does not bind to the epitope).